Dataset: Full USPTO retrosynthesis dataset with 1.9M reactions from patents (1976-2016). Task: Predict the reactants needed to synthesize the given product. (1) The reactants are: [CH3:1][C:2]1([CH3:12])[C:10]2[C:5](=[CH:6][CH:7]=[CH:8][CH:9]=2)[NH:4][C:3]1=[O:11].[H-].[Na+].[C:15]([O:19][C:20]([NH:22][C@H:23]1[CH2:28][CH2:27][C@H:26]([CH2:29]OS(C(F)(F)F)(=O)=O)[CH2:25][CH2:24]1)=[O:21])([CH3:18])([CH3:17])[CH3:16]. Given the product [C:15]([O:19][C:20](=[O:21])[NH:22][CH:23]1[CH2:24][CH2:25][CH:26]([CH2:29][N:4]2[C:5]3[C:10](=[CH:9][CH:8]=[CH:7][CH:6]=3)[C:2]([CH3:12])([CH3:1])[C:3]2=[O:11])[CH2:27][CH2:28]1)([CH3:18])([CH3:16])[CH3:17], predict the reactants needed to synthesize it. (2) Given the product [CH3:1][C@@H:2]1[CH2:6][CH2:5][CH2:4][N:3]1[CH2:7][CH2:8][C:9]1[O:10][C:11]2[CH:17]=[CH:16][C:15]([C:18]3[CH:19]=[C:20]([CH2:21][OH:22])[CH:24]=[CH:25][CH:26]=3)=[CH:14][C:12]=2[CH:13]=1, predict the reactants needed to synthesize it. The reactants are: [CH3:1][C@@H:2]1[CH2:6][CH2:5][CH2:4][N:3]1[CH2:7][CH2:8][C:9]1[O:10][C:11]2[CH:17]=[CH:16][C:15]([C:18]3[CH:19]=[C:20]([CH:24]=[CH:25][CH:26]=3)[C:21](O)=[O:22])=[CH:14][C:12]=2[CH:13]=1.O1CCCC1.